Dataset: Reaction yield outcomes from USPTO patents with 853,638 reactions. Task: Predict the reaction yield, written as a fraction of the theoretical maximum amount of product (1.0 means a 100% yield; for example, 0.34 means a 34% yield). (1) The reactants are OCCCN1C=C(C2C=CC(N[C:22]3[C:27]([C:28]([F:31])([F:30])[F:29])=[CH:26][N:25]=[C:24]([NH:32][C:33]4[CH:47]=[CH:46][C:36]([CH2:37][P:38](=[O:45])([O:42][CH2:43][CH3:44])[O:39][CH2:40][CH3:41])=[CH:35][C:34]=4[O:48][CH3:49])[N:23]=3)=C3C=2CN(C)C3=O)C=N1.C(OP1(=O)CC2C=CC(=CC=2)NC2=NC(=C(C(F)(F)F)C=N2)NC2C=CC(=NC=2C(NC)=O)C2=CN(N=C2)CCCCO1)C.[NH2:94][C:95]1[C:96]([C:112]([NH:114][CH3:115])=[O:113])=[N:97][C:98]([C:101]2[CH:102]=[N:103][N:104]([CH2:108][CH2:109][CH2:110][OH:111])[C:105]=2[C:106]#[N:107])=[CH:99][CH:100]=1. No catalyst specified. The product is [C:106]([C:105]1[N:104]([CH2:108][CH2:109][CH2:110][OH:111])[N:103]=[CH:102][C:101]=1[C:98]1[N:97]=[C:96]([C:112](=[O:113])[NH:114][CH3:115])[C:95]([NH:94][C:26]2[C:27]([C:28]([F:29])([F:30])[F:31])=[CH:22][N:23]=[C:24]([NH:32][C:33]3[CH:47]=[CH:46][C:36]([CH2:37][P:38](=[O:45])([O:42][CH2:43][CH3:44])[O:39][CH2:40][CH3:41])=[CH:35][C:34]=3[O:48][CH3:49])[N:25]=2)=[CH:100][CH:99]=1)#[N:107]. The yield is 0.550. (2) The reactants are [NH2:1][CH:2]1[CH2:8][CH2:7][CH2:6][N:5]([C:9]([O:11][C:12]([CH3:15])([CH3:14])[CH3:13])=[O:10])[CH2:4][CH2:3]1.[C:16]1([CH2:22][O:23][C:24]([NH:26][C@H:27]([C:32](O)=[O:33])[CH2:28][CH:29]([CH3:31])[CH3:30])=[O:25])[CH:21]=[CH:20][CH:19]=[CH:18][CH:17]=1.C(Cl)CCl. The catalyst is C(Cl)Cl. The product is [C:16]1([CH2:22][O:23][C:24]([NH:26][C@H:27]([C:32]([NH:1][CH:2]2[CH2:8][CH2:7][CH2:6][N:5]([C:9]([O:11][C:12]([CH3:15])([CH3:14])[CH3:13])=[O:10])[CH2:4][CH2:3]2)=[O:33])[CH2:28][CH:29]([CH3:30])[CH3:31])=[O:25])[CH:17]=[CH:18][CH:19]=[CH:20][CH:21]=1. The yield is 0.850.